Dataset: Reaction yield outcomes from USPTO patents with 853,638 reactions. Task: Predict the reaction yield, written as a fraction of the theoretical maximum amount of product (1.0 means a 100% yield; for example, 0.34 means a 34% yield). (1) The reactants are C(NCC)C.[Cl:6][C:7]1[CH:55]=[CH:54][CH:53]=[CH:52][C:8]=1[C:9]([NH:11][C:12](=[O:51])[NH:13][C:14]1[S:15][C:16]2[CH:22]=[C:21]([S:23]([C:26]([CH3:50])([CH3:49])[CH2:27][N:28]([CH:46]([CH3:48])[CH3:47])C(=O)OCC3C4C=CC=CC=4C4C3=CC=CC=4)(=[O:25])=[O:24])[CH:20]=[CH:19][C:17]=2[N:18]=1)=[O:10]. The catalyst is C1COCC1. The product is [Cl:6][C:7]1[CH:55]=[CH:54][CH:53]=[CH:52][C:8]=1[C:9]([NH:11][C:12](=[O:51])[NH:13][C:14]1[S:15][C:16]2[CH:22]=[C:21]([S:23]([C:26]([CH3:49])([CH3:50])[CH2:27][NH:28][CH:46]([CH3:48])[CH3:47])(=[O:25])=[O:24])[CH:20]=[CH:19][C:17]=2[N:18]=1)=[O:10]. The yield is 0.0453. (2) The reactants are [CH3:1][C:2]1[CH:3]=[C:4]([CH2:11][CH:12]([C:17]2[CH:22]=[CH:21][CH:20]=[CH:19][N:18]=2)[CH2:13][C:14](O)=[O:15])[CH:5]=[C:6]2[C:10]=1[NH:9][N:8]=[CH:7]2.N1([C:29]2[C:38]3[C:33](=[CH:34][CH:35]=[CH:36][CH:37]=3)[NH:32][C:31](=[O:39])[N:30]=2)CCCCC1.C(N(CC)CC)C.CCOP(ON1N=[N:65][C:60]2C=[CH:62][CH:63]=[CH:64][C:59]=2C1=O)(OCC)=O. The catalyst is C(Cl)Cl.C(OCC)(=O)C. The product is [CH3:1][C:2]1[CH:3]=[C:4]([CH2:11][CH:12]([C:17]2[CH:22]=[CH:21][CH:20]=[CH:19][N:18]=2)[CH2:13][C:14]([N:65]2[CH2:62][CH2:63][CH:64]([N:30]3[CH2:29][C:38]4[C:33](=[CH:34][CH:35]=[CH:36][CH:37]=4)[NH:32][C:31]3=[O:39])[CH2:59][CH2:60]2)=[O:15])[CH:5]=[C:6]2[C:10]=1[NH:9][N:8]=[CH:7]2. The yield is 0.620. (3) The reactants are [F:1][CH:2]([F:21])[C:3]1[CH:8]=[CH:7][CH:6]=[CH:5][C:4]=1[C:9]1[CH:10]=[CH:11][C:12]2[N:13]([C:15]([C:18]([OH:20])=O)=[CH:16][N:17]=2)[N:14]=1.[S:22]1[CH:26]=[CH:25][N:24]=[C:23]1[NH2:27]. No catalyst specified. The product is [S:22]1[CH:26]=[CH:25][N:24]=[C:23]1[NH:27][C:18]([C:15]1[N:13]2[N:14]=[C:9]([C:4]3[CH:5]=[CH:6][CH:7]=[CH:8][C:3]=3[CH:2]([F:1])[F:21])[CH:10]=[CH:11][C:12]2=[N:17][CH:16]=1)=[O:20]. The yield is 0.613. (4) The reactants are [Cl:1][C:2]1[C:3]([CH:13](OC)[O:14]C)=[CH:4][C:5]([CH2:8][CH2:9][CH2:10][O:11][CH3:12])=[N:6][CH:7]=1.CCOC(C)=O.[OH-].[Na+]. The catalyst is Cl. The product is [Cl:1][C:2]1[C:3]([CH:13]=[O:14])=[CH:4][C:5]([CH2:8][CH2:9][CH2:10][O:11][CH3:12])=[N:6][CH:7]=1. The yield is 0.990. (5) The reactants are [O:1]([CH2:8][C:9]1[CH:14]=[CH:13][C:12]([C:15]2[NH:36][C:18]3=[N:19][C:20]([CH:23]4[CH2:28][CH2:27][N:26](C(OC(C)(C)C)=O)[CH2:25][CH2:24]4)=[CH:21][CH:22]=[C:17]3[N:16]=2)=[CH:11][CH:10]=1)[C:2]1[CH:7]=[CH:6][CH:5]=[CH:4][CH:3]=1.C(O)(C(F)(F)F)=O. The catalyst is C(Cl)Cl. The product is [O:1]([CH2:8][C:9]1[CH:10]=[CH:11][C:12]([C:15]2[NH:36][C:18]3=[N:19][C:20]([CH:23]4[CH2:28][CH2:27][NH:26][CH2:25][CH2:24]4)=[CH:21][CH:22]=[C:17]3[N:16]=2)=[CH:13][CH:14]=1)[C:2]1[CH:3]=[CH:4][CH:5]=[CH:6][CH:7]=1. The yield is 1.00. (6) The reactants are C(O)(C(F)(F)F)=O.[F:8][C:9]1[CH:14]=[CH:13][CH:12]=[C:11]([F:15])[C:10]=1[C:16]1[S:17][CH:18]=[C:19]([C:21]([NH:23][C:24]2[C:25]([N:33]3[CH2:38][CH2:37][CH2:36][C@H:35]([NH:39]C(=O)OC(C)(C)C)[CH2:34]3)=[C:26]3[S:32][CH:31]=[CH:30][C:27]3=[N:28][CH:29]=2)=[O:22])[N:20]=1. The catalyst is C(Cl)Cl. The product is [NH2:39][C@H:35]1[CH2:36][CH2:37][CH2:38][N:33]([C:25]2[C:24]([NH:23][C:21]([C:19]3[N:20]=[C:16]([C:10]4[C:9]([F:8])=[CH:14][CH:13]=[CH:12][C:11]=4[F:15])[S:17][CH:18]=3)=[O:22])=[CH:29][N:28]=[C:27]3[CH:30]=[CH:31][S:32][C:26]=23)[CH2:34]1. The yield is 0.580.